From a dataset of NCI-60 drug combinations with 297,098 pairs across 59 cell lines. Regression. Given two drug SMILES strings and cell line genomic features, predict the synergy score measuring deviation from expected non-interaction effect. (1) Drug 1: CCCCCOC(=O)NC1=NC(=O)N(C=C1F)C2C(C(C(O2)C)O)O. Drug 2: CCC1(C2=C(COC1=O)C(=O)N3CC4=CC5=C(C=CC(=C5CN(C)C)O)N=C4C3=C2)O.Cl. Cell line: UO-31. Synergy scores: CSS=13.4, Synergy_ZIP=-4.71, Synergy_Bliss=0.851, Synergy_Loewe=-23.4, Synergy_HSA=-1.78. (2) Drug 1: CC(CN1CC(=O)NC(=O)C1)N2CC(=O)NC(=O)C2. Drug 2: COC1=CC(=CC(=C1O)OC)C2C3C(COC3=O)C(C4=CC5=C(C=C24)OCO5)OC6C(C(C7C(O6)COC(O7)C8=CC=CS8)O)O. Cell line: SF-268. Synergy scores: CSS=34.7, Synergy_ZIP=1.78, Synergy_Bliss=8.20, Synergy_Loewe=-1.39, Synergy_HSA=10.1. (3) Drug 1: CS(=O)(=O)CCNCC1=CC=C(O1)C2=CC3=C(C=C2)N=CN=C3NC4=CC(=C(C=C4)OCC5=CC(=CC=C5)F)Cl. Drug 2: CCC1(C2=C(COC1=O)C(=O)N3CC4=CC5=C(C=CC(=C5CN(C)C)O)N=C4C3=C2)O. Cell line: NCI-H460. Synergy scores: CSS=63.0, Synergy_ZIP=6.62, Synergy_Bliss=4.38, Synergy_Loewe=-0.284, Synergy_HSA=6.81. (4) Drug 1: C1CCC(C1)C(CC#N)N2C=C(C=N2)C3=C4C=CNC4=NC=N3. Drug 2: C1=NNC2=C1C(=O)NC=N2. Cell line: M14. Synergy scores: CSS=-12.4, Synergy_ZIP=4.37, Synergy_Bliss=0.840, Synergy_Loewe=-8.96, Synergy_HSA=-8.87. (5) Drug 1: CNC(=O)C1=NC=CC(=C1)OC2=CC=C(C=C2)NC(=O)NC3=CC(=C(C=C3)Cl)C(F)(F)F. Drug 2: C(CN)CNCCSP(=O)(O)O. Cell line: UO-31. Synergy scores: CSS=-7.68, Synergy_ZIP=4.96, Synergy_Bliss=0.727, Synergy_Loewe=-7.80, Synergy_HSA=-7.99. (6) Drug 1: CS(=O)(=O)C1=CC(=C(C=C1)C(=O)NC2=CC(=C(C=C2)Cl)C3=CC=CC=N3)Cl. Drug 2: C1C(C(OC1N2C=NC(=NC2=O)N)CO)O. Cell line: IGROV1. Synergy scores: CSS=0.183, Synergy_ZIP=-0.758, Synergy_Bliss=-2.67, Synergy_Loewe=-4.18, Synergy_HSA=-3.36. (7) Drug 2: CC=C1C(=O)NC(C(=O)OC2CC(=O)NC(C(=O)NC(CSSCCC=C2)C(=O)N1)C(C)C)C(C)C. Synergy scores: CSS=63.8, Synergy_ZIP=-7.41, Synergy_Bliss=-14.4, Synergy_Loewe=-14.6, Synergy_HSA=-11.8. Cell line: SK-MEL-2. Drug 1: CC(CN1CC(=O)NC(=O)C1)N2CC(=O)NC(=O)C2. (8) Drug 1: C1=CN(C=N1)CC(O)(P(=O)(O)O)P(=O)(O)O. Drug 2: C(CN)CNCCSP(=O)(O)O. Cell line: HOP-62. Synergy scores: CSS=3.91, Synergy_ZIP=1.56, Synergy_Bliss=7.55, Synergy_Loewe=2.29, Synergy_HSA=3.64.